Dataset: Catalyst prediction with 721,799 reactions and 888 catalyst types from USPTO. Task: Predict which catalyst facilitates the given reaction. (1) Reactant: [CH3:1][N:2]1[CH:6]=[C:5](/[CH:7]=[CH:8]/[C:9]([O:11]CC)=[O:10])[CH:4]=[N:3]1.CO.[OH-].[Na+].Cl. Product: [CH3:1][N:2]1[CH:6]=[C:5](/[CH:7]=[CH:8]/[C:9]([OH:11])=[O:10])[CH:4]=[N:3]1. The catalyst class is: 7. (2) Reactant: [C:1]1([C:7]2[C:16]([N:17]3[CH2:22][CH2:21][NH:20][CH2:19][CH2:18]3)=[N:15][C:14]3[C:9](=[CH:10][CH:11]=[C:12]([C:23]([O:25][CH3:26])=[O:24])[CH:13]=3)[N:8]=2)[CH:6]=[CH:5][CH:4]=[CH:3][CH:2]=1.CCN(C(C)C)C(C)C.[CH3:36][S:37](Cl)(=[O:39])=[O:38]. Product: [CH3:36][S:37]([N:20]1[CH2:19][CH2:18][N:17]([C:16]2[C:7]([C:1]3[CH:2]=[CH:3][CH:4]=[CH:5][CH:6]=3)=[N:8][C:9]3[C:14]([N:15]=2)=[CH:13][C:12]([C:23]([O:25][CH3:26])=[O:24])=[CH:11][CH:10]=3)[CH2:22][CH2:21]1)(=[O:39])=[O:38]. The catalyst class is: 2. (3) Reactant: [Br:1][C:2]1[C:10]2[C:9](Cl)=[N:8][CH:7]=[N:6][C:5]=2[S:4][C:3]=1[C:12]#[C:13][CH2:14][O:15][CH3:16].[OH:17][C@H:18]([CH2:24][C:25]1[CH:30]=[CH:29][CH:28]=[CH:27][C:26]=1[O:31][CH:32]1[CH2:37][CH2:36][CH2:35][CH2:34][O:33]1)[C:19]([O:21][CH2:22][CH3:23])=[O:20].C([O-])([O-])=O.[Cs+].[Cs+].C(O)(C)(C)C. Product: [Br:1][C:2]1[C:10]2[C:9]([O:17][C@H:18]([CH2:24][C:25]3[CH:30]=[CH:29][CH:28]=[CH:27][C:26]=3[O:31][CH:32]3[CH2:37][CH2:36][CH2:35][CH2:34][O:33]3)[C:19]([O:21][CH2:22][CH3:23])=[O:20])=[N:8][CH:7]=[N:6][C:5]=2[S:4][C:3]=1[C:12]#[C:13][CH2:14][O:15][CH3:16]. The catalyst class is: 6. (4) Reactant: [SH:1][C:2]1[NH:3][C:4]2[CH:10]=[C:9]([N+:11]([O-:13])=[O:12])[CH:8]=[CH:7][C:5]=2[N:6]=1.[OH-].[Na+].Cl.Cl[CH2:18][C:19]1[N:23]([CH2:24][CH2:25][CH3:26])[CH:22]=[N:21][CH:20]=1. Product: [N+:11]([C:9]1[CH:8]=[CH:7][C:5]2[N:6]=[C:2]([S:1][CH2:18][C:19]3[N:23]([CH2:24][CH2:25][CH3:26])[CH:22]=[N:21][CH:20]=3)[NH:3][C:4]=2[CH:10]=1)([O-:13])=[O:12]. The catalyst class is: 8.